Task: Regression. Given two drug SMILES strings and cell line genomic features, predict the synergy score measuring deviation from expected non-interaction effect.. Dataset: NCI-60 drug combinations with 297,098 pairs across 59 cell lines (1) Drug 1: C1C(C(OC1N2C=C(C(=O)NC2=O)F)CO)O. Drug 2: CC12CCC3C(C1CCC2O)C(CC4=C3C=CC(=C4)O)CCCCCCCCCS(=O)CCCC(C(F)(F)F)(F)F. Cell line: NCI/ADR-RES. Synergy scores: CSS=11.8, Synergy_ZIP=-0.190, Synergy_Bliss=3.00, Synergy_Loewe=-1.66, Synergy_HSA=1.86. (2) Drug 1: CS(=O)(=O)CCNCC1=CC=C(O1)C2=CC3=C(C=C2)N=CN=C3NC4=CC(=C(C=C4)OCC5=CC(=CC=C5)F)Cl. Drug 2: CC1CCCC2(C(O2)CC(NC(=O)CC(C(C(=O)C(C1O)C)(C)C)O)C(=CC3=CSC(=N3)C)C)C. Cell line: SF-268. Synergy scores: CSS=40.4, Synergy_ZIP=1.42, Synergy_Bliss=2.47, Synergy_Loewe=-3.07, Synergy_HSA=3.19. (3) Drug 1: CC1=C2C(C(=O)C3(C(CC4C(C3C(C(C2(C)C)(CC1OC(=O)C(C(C5=CC=CC=C5)NC(=O)OC(C)(C)C)O)O)OC(=O)C6=CC=CC=C6)(CO4)OC(=O)C)O)C)O. Drug 2: C1CN(P(=O)(OC1)NCCCl)CCCl. Cell line: IGROV1. Synergy scores: CSS=11.5, Synergy_ZIP=-5.96, Synergy_Bliss=-1.76, Synergy_Loewe=-20.0, Synergy_HSA=-1.62. (4) Drug 1: C1=CC(=CC=C1C#N)C(C2=CC=C(C=C2)C#N)N3C=NC=N3. Drug 2: C1CC(=O)NC(=O)C1N2C(=O)C3=CC=CC=C3C2=O. Cell line: CAKI-1. Synergy scores: CSS=-5.01, Synergy_ZIP=0.501, Synergy_Bliss=-2.43, Synergy_Loewe=-2.58, Synergy_HSA=-4.26. (5) Drug 1: CC1=C2C(C(=O)C3(C(CC4C(C3C(C(C2(C)C)(CC1OC(=O)C(C(C5=CC=CC=C5)NC(=O)OC(C)(C)C)O)O)OC(=O)C6=CC=CC=C6)(CO4)OC(=O)C)OC)C)OC. Drug 2: COC1=C(C=C2C(=C1)N=CN=C2NC3=CC(=C(C=C3)F)Cl)OCCCN4CCOCC4. Cell line: HS 578T. Synergy scores: CSS=73.9, Synergy_ZIP=13.5, Synergy_Bliss=12.6, Synergy_Loewe=0.980, Synergy_HSA=15.1. (6) Drug 1: C1CCC(C1)C(CC#N)N2C=C(C=N2)C3=C4C=CNC4=NC=N3. Drug 2: C1=CN(C(=O)N=C1N)C2C(C(C(O2)CO)O)O.Cl. Cell line: NCIH23. Synergy scores: CSS=34.6, Synergy_ZIP=-7.98, Synergy_Bliss=-0.263, Synergy_Loewe=-14.0, Synergy_HSA=1.52. (7) Drug 1: C1=NC2=C(N=C(N=C2N1C3C(C(C(O3)CO)O)F)Cl)N. Drug 2: C1=CN(C=N1)CC(O)(P(=O)(O)O)P(=O)(O)O. Cell line: HT29. Synergy scores: CSS=0.410, Synergy_ZIP=0.672, Synergy_Bliss=1.47, Synergy_Loewe=-1.16, Synergy_HSA=-1.00. (8) Drug 1: CCN(CC)CCCC(C)NC1=C2C=C(C=CC2=NC3=C1C=CC(=C3)Cl)OC. Synergy scores: CSS=48.0, Synergy_ZIP=-1.68, Synergy_Bliss=-6.31, Synergy_Loewe=-11.2, Synergy_HSA=-3.49. Cell line: HCC-2998. Drug 2: COCCOC1=C(C=C2C(=C1)C(=NC=N2)NC3=CC=CC(=C3)C#C)OCCOC.Cl. (9) Drug 1: CCN(CC)CCCC(C)NC1=C2C=C(C=CC2=NC3=C1C=CC(=C3)Cl)OC. Drug 2: CC1C(C(CC(O1)OC2CC(CC3=C2C(=C4C(=C3O)C(=O)C5=C(C4=O)C(=CC=C5)OC)O)(C(=O)CO)O)N)O.Cl. Cell line: RXF 393. Synergy scores: CSS=30.0, Synergy_ZIP=-5.85, Synergy_Bliss=-8.25, Synergy_Loewe=-7.24, Synergy_HSA=-6.13. (10) Drug 1: CC12CCC3C(C1CCC2=O)CC(=C)C4=CC(=O)C=CC34C. Cell line: CCRF-CEM. Synergy scores: CSS=57.3, Synergy_ZIP=1.47, Synergy_Bliss=1.55, Synergy_Loewe=-1.26, Synergy_HSA=0.484. Drug 2: CC1CCC2CC(C(=CC=CC=CC(CC(C(=O)C(C(C(=CC(C(=O)CC(OC(=O)C3CCCCN3C(=O)C(=O)C1(O2)O)C(C)CC4CCC(C(C4)OC)OCCO)C)C)O)OC)C)C)C)OC.